Dataset: Forward reaction prediction with 1.9M reactions from USPTO patents (1976-2016). Task: Predict the product of the given reaction. (1) Given the reactants C(O)(=O)C.[NH2:5][C:6]([C:12]1[CH:13]=[N:14][CH:15]=[CH:16][CH:17]=1)=[CH:7][C:8]([O:10][CH3:11])=[O:9].[BH4-].[Na+].[ClH:20], predict the reaction product. The product is: [ClH:20].[ClH:20].[NH2:5][CH:6]([C:12]1[CH:13]=[N:14][CH:15]=[CH:16][CH:17]=1)[CH2:7][C:8]([O:10][CH3:11])=[O:9]. (2) The product is: [C:15]([N:18]1[CH2:19][CH2:20][N:21]([C:24]2[CH:25]=[C:26]([CH:28]=[CH:29][CH:30]=2)[NH:27][C:2]2[CH:11]=[CH:10][C:5]([C:6]([O:8][CH3:9])=[O:7])=[CH:4][C:3]=2[N+:12]([O-:14])=[O:13])[CH2:22][CH2:23]1)(=[O:17])[CH3:16]. Given the reactants Cl[C:2]1[CH:11]=[CH:10][C:5]([C:6]([O:8][CH3:9])=[O:7])=[CH:4][C:3]=1[N+:12]([O-:14])=[O:13].[C:15]([N:18]1[CH2:23][CH2:22][N:21]([C:24]2[CH:25]=[C:26]([CH:28]=[CH:29][CH:30]=2)[NH2:27])[CH2:20][CH2:19]1)(=[O:17])[CH3:16].C(N(CC)CC)C, predict the reaction product. (3) The product is: [C:15]([O:14][N:13]=[C:11]1[CH2:10][C@@H:9]([C:19]([N:50]2[CH2:51][CH2:52][N:47]([CH2:46][C:44]3[CH:43]=[CH:42][C:41]4[O:37][CH2:38][O:39][C:40]=4[CH:45]=3)[CH2:48][CH2:49]2)=[O:21])[N:8]([C:6]([C:28]2[C:23](=[O:22])[O:24][C:25]([CH2:32][CH2:33][CH2:34][CH2:35][CH3:36])=[CH:26][CH:27]=2)=[O:7])[CH2:12]1)([CH3:16])([CH3:17])[CH3:18]. Given the reactants C(O[C:6]([N:8]1[CH2:12][C:11](=[N:13][O:14][C:15]([CH3:18])([CH3:17])[CH3:16])[CH2:10][C@H:9]1[C:19]([OH:21])=O)=[O:7])(C)(C)C.[O:22]=[C:23]1[C:28](C(Cl)=O)=[CH:27][CH:26]=[C:25]([CH2:32][CH2:33][CH2:34][CH2:35][CH3:36])[O:24]1.[O:37]1[C:41]2[CH:42]=[CH:43][C:44]([CH2:46][N:47]3[CH2:52][CH2:51][NH:50][CH2:49][CH2:48]3)=[CH:45][C:40]=2[O:39][CH2:38]1, predict the reaction product. (4) The product is: [NH2:13][C:12]1[CH:11]=[CH:10][C:9]([C:18]2[CH:23]=[CH:22][C:21]([CH2:24][CH2:25][CH2:26][C:27]([O:29][CH3:30])=[O:28])=[CH:20][CH:19]=2)=[CH:15][CH:14]=1. Given the reactants CC1(C)C(C)(C)OB([C:9]2[CH:15]=[CH:14][C:12]([NH2:13])=[CH:11][CH:10]=2)O1.I[C:18]1[CH:23]=[CH:22][C:21]([CH2:24][CH2:25][CH2:26][C:27]([O:29][CH3:30])=[O:28])=[CH:20][CH:19]=1.C(Cl)Cl.CO, predict the reaction product. (5) The product is: [F:1][C:2]1[CH:3]=[C:4]([CH:21]=[C:22]([F:24])[CH:23]=1)[C:5]([O:7][C:8]12[CH2:14][C:11]([CH2:15][CH2:16][C:17]([OH:19])=[O:18])([CH2:12][CH2:13]1)[CH2:10][CH2:9]2)=[O:6]. Given the reactants [F:1][C:2]1[CH:3]=[C:4]([CH:21]=[C:22]([F:24])[CH:23]=1)[C:5]([O:7][C:8]12[CH2:14][C:11]([CH2:15][CH2:16][C:17]([O:19]C)=[O:18])([CH2:12][CH2:13]1)[CH2:10][CH2:9]2)=[O:6].[Li+].[I-], predict the reaction product. (6) Given the reactants [F:1][C:2]1[CH:15]=[CH:14][C:5]([CH2:6][C:7]2[C:8]([CH3:13])=[N:9][NH:10][C:11]=2[CH3:12])=[CH:4][CH:3]=1.[F:16][C:17]1[CH:24]=[C:23](F)[CH:22]=[CH:21][C:18]=1[C:19]#[N:20], predict the reaction product. The product is: [F:16][C:17]1[CH:24]=[C:23]([N:10]2[C:11]([CH3:12])=[C:7]([CH2:6][C:5]3[CH:14]=[CH:15][C:2]([F:1])=[CH:3][CH:4]=3)[C:8]([CH3:13])=[N:9]2)[CH:22]=[CH:21][C:18]=1[C:19]#[N:20]. (7) Given the reactants [C:1]([O:5][C:6]([NH:8][C@@H:9]1[CH2:11][C@H:10]1[C:12]1[CH:20]=[CH:19][C:15]([C:16]([OH:18])=O)=[CH:14][CH:13]=1)=[O:7])([CH3:4])([CH3:3])[CH3:2].[CH3:21][NH:22][C:23]1[CH:28]=[CH:27][CH:26]=[CH:25][CH:24]=1.ON1C2C=CC=CC=2N=N1.Cl.C(N=C=NCCCN(C)C)C.Cl, predict the reaction product. The product is: [CH3:21][N:22]([C:23]1[CH:28]=[CH:27][CH:26]=[CH:25][CH:24]=1)[C:16]([C:15]1[CH:14]=[CH:13][C:12]([C@@H:10]2[CH2:11][C@H:9]2[NH:8][C:6](=[O:7])[O:5][C:1]([CH3:2])([CH3:3])[CH3:4])=[CH:20][CH:19]=1)=[O:18]. (8) The product is: [CH3:30][O:29][C:26]1[CH:25]=[CH:24][C:23]([C:22]([N:15]2[C:16]3[C:21](=[CH:20][CH:19]=[CH:18][CH:17]=3)[C@H:12]([NH2:8])[CH2:13][C@@H:14]2[CH3:32])=[O:31])=[CH:28][CH:27]=1. Given the reactants ClC1C=CC([N:8]([C@H:12]2[C:21]3[C:16](=[CH:17][CH:18]=[CH:19][CH:20]=3)[N:15]([C:22](=[O:31])[C:23]3[CH:28]=[CH:27][C:26]([O:29][CH3:30])=[CH:25][CH:24]=3)[C@@H:14]([CH3:32])[CH2:13]2)C(=O)C)=C(F)C=1.FC1C=CC(C(Cl)=O)=CC=1, predict the reaction product. (9) Given the reactants [CH3:1][CH:2]1[C:6](=O)[CH2:5][CH2:4][C:3]1=[O:8].[NH2:9][C:10]1[CH:19]=[CH:18][C:13]([C:14]([O:16][CH3:17])=[O:15])=[C:12]([O:20][CH3:21])[CH:11]=1, predict the reaction product. The product is: [CH3:21][O:20][C:12]1[CH:11]=[C:10]([NH:9][C:6]2[CH2:5][CH2:4][C:3](=[O:8])[C:2]=2[CH3:1])[CH:19]=[CH:18][C:13]=1[C:14]([O:16][CH3:17])=[O:15].[C:13]1([CH3:14])[CH:18]=[CH:19][CH:10]=[CH:11][CH:12]=1. (10) The product is: [CH2:1]([O:8][C:9]([N:11]1[CH2:20][CH2:19][C:18]2[C:13](=[CH:14][CH:15]=[CH:16][CH:17]=2)[CH:12]1[C:21]1[CH:26]=[C:25]([C:40]#[N:41])[CH:24]=[CH:23][C:22]=1[O:28][CH2:29][C:30]([OH:32])=[O:31])=[O:10])[C:2]1[CH:7]=[CH:6][CH:5]=[CH:4][CH:3]=1. Given the reactants [CH2:1]([O:8][C:9]([N:11]1[CH2:20][CH2:19][C:18]2[C:13](=[CH:14][CH:15]=[CH:16][CH:17]=2)[CH:12]1[C:21]1[CH:26]=[C:25](Br)[CH:24]=[CH:23][C:22]=1[O:28][CH2:29][C:30]([O:32]CC)=[O:31])=[O:10])[C:2]1[CH:7]=[CH:6][CH:5]=[CH:4][CH:3]=1.CCOCC.[CH3:40][N:41](C=O)C, predict the reaction product.